From a dataset of NCI-60 drug combinations with 297,098 pairs across 59 cell lines. Regression. Given two drug SMILES strings and cell line genomic features, predict the synergy score measuring deviation from expected non-interaction effect. (1) Synergy scores: CSS=-0.836, Synergy_ZIP=2.50, Synergy_Bliss=4.67, Synergy_Loewe=-1.80, Synergy_HSA=-1.33. Drug 1: CN1C2=C(C=C(C=C2)N(CCCl)CCCl)N=C1CCCC(=O)O.Cl. Cell line: MDA-MB-231. Drug 2: COC1=C2C(=CC3=C1OC=C3)C=CC(=O)O2. (2) Drug 1: C1=CN(C=N1)CC(O)(P(=O)(O)O)P(=O)(O)O. Drug 2: CC1C(C(CC(O1)OC2CC(OC(C2O)C)OC3=CC4=CC5=C(C(=O)C(C(C5)C(C(=O)C(C(C)O)O)OC)OC6CC(C(C(O6)C)O)OC7CC(C(C(O7)C)O)OC8CC(C(C(O8)C)O)(C)O)C(=C4C(=C3C)O)O)O)O. Cell line: SK-MEL-28. Synergy scores: CSS=13.0, Synergy_ZIP=2.46, Synergy_Bliss=4.28, Synergy_Loewe=-28.9, Synergy_HSA=0.0178. (3) Drug 1: C1=NC2=C(N1)C(=S)N=C(N2)N. Drug 2: C1=NC2=C(N1)C(=S)N=CN2. Cell line: PC-3. Synergy scores: CSS=22.7, Synergy_ZIP=-13.1, Synergy_Bliss=-7.45, Synergy_Loewe=-25.3, Synergy_HSA=-5.54. (4) Cell line: A498. Synergy scores: CSS=55.7, Synergy_ZIP=-1.17, Synergy_Bliss=-3.30, Synergy_Loewe=-6.96, Synergy_HSA=-2.05. Drug 2: C1=C(C(=O)NC(=O)N1)F. Drug 1: CS(=O)(=O)C1=CC(=C(C=C1)C(=O)NC2=CC(=C(C=C2)Cl)C3=CC=CC=N3)Cl. (5) Drug 2: CN(C)N=NC1=C(NC=N1)C(=O)N. Cell line: HT29. Drug 1: CS(=O)(=O)C1=CC(=C(C=C1)C(=O)NC2=CC(=C(C=C2)Cl)C3=CC=CC=N3)Cl. Synergy scores: CSS=6.05, Synergy_ZIP=-1.07, Synergy_Bliss=0.548, Synergy_Loewe=-4.33, Synergy_HSA=-2.43.